Dataset: Reaction yield outcomes from USPTO patents with 853,638 reactions. Task: Predict the reaction yield, written as a fraction of the theoretical maximum amount of product (1.0 means a 100% yield; for example, 0.34 means a 34% yield). The reactants are [Cl-].O[NH3+:3].[C:4](=[O:7])([O-])[OH:5].[Na+].CS(C)=O.[CH2:13]([C:15]1[N:16]([C:40]2[CH:41]=[CH:42][C:43]3[O:47][CH:46]([CH3:48])[CH2:45][C:44]=3[CH:49]=2)[C:17](=[O:39])[C:18]([CH2:24][C:25]2[CH:30]=[CH:29][C:28]([C:31]3[C:32]([C:37]#[N:38])=[CH:33][CH:34]=[CH:35][CH:36]=3)=[CH:27][CH:26]=2)=[C:19]([CH2:21][CH2:22][CH3:23])[N:20]=1)[CH3:14]. The catalyst is C(OCC)(=O)C. The product is [CH2:13]([C:15]1[N:16]([C:40]2[CH:41]=[CH:42][C:43]3[O:47][CH:46]([CH3:48])[CH2:45][C:44]=3[CH:49]=2)[C:17](=[O:39])[C:18]([CH2:24][C:25]2[CH:26]=[CH:27][C:28]([C:31]3[CH:36]=[CH:35][CH:34]=[CH:33][C:32]=3[C:37]3[NH:3][C:4](=[O:7])[O:5][N:38]=3)=[CH:29][CH:30]=2)=[C:19]([CH2:21][CH2:22][CH3:23])[N:20]=1)[CH3:14]. The yield is 0.490.